Dataset: Reaction yield outcomes from USPTO patents with 853,638 reactions. Task: Predict the reaction yield, written as a fraction of the theoretical maximum amount of product (1.0 means a 100% yield; for example, 0.34 means a 34% yield). (1) The yield is 0.560. The product is [Cl:9][C:4]1[N:3]=[C:2]([NH:16][C:15]2[CH:17]=[CH:18][C:12]([C:11]([F:10])([F:19])[F:20])=[CH:13][CH:14]=2)[CH:7]=[C:6]([CH3:8])[CH:5]=1. The reactants are Br[C:2]1[CH:7]=[C:6]([CH3:8])[CH:5]=[C:4]([Cl:9])[N:3]=1.[F:10][C:11]([F:20])([F:19])[C:12]1[CH:18]=[CH:17][C:15]([NH2:16])=[CH:14][CH:13]=1.CC([O-])(C)C.[K+]. The catalyst is C1(C)C=CC=CC=1.C1C=CC(/C=C/C(/C=C/C2C=CC=CC=2)=O)=CC=1.C1C=CC(/C=C/C(/C=C/C2C=CC=CC=2)=O)=CC=1.C1C=CC(/C=C/C(/C=C/C2C=CC=CC=2)=O)=CC=1.[Pd].[Pd].CC1(C)C2C(=C(P(C3C=CC=CC=3)C3C=CC=CC=3)C=CC=2)OC2C(P(C3C=CC=CC=3)C3C=CC=CC=3)=CC=CC1=2. (2) The reactants are [CH3:1][S:2]([NH:5][C:6]1[CH:7]=[C:8]2[C:12](=[CH:13][CH:14]=1)[C:11](=[O:15])[N:10]([CH2:16][C:17]([O:19]C)=[O:18])[C:9]2=[O:21])(=[O:4])=[O:3].Cl. The catalyst is O1CCOCC1.O. The product is [CH3:1][S:2]([NH:5][C:6]1[CH:7]=[C:8]2[C:12](=[CH:13][CH:14]=1)[C:11](=[O:15])[N:10]([CH2:16][C:17]([OH:19])=[O:18])[C:9]2=[O:21])(=[O:3])=[O:4]. The yield is 0.476. (3) The reactants are [Cl:1][C:2]1[CH:9]=[C:8]([O:10][CH3:11])[C:7]([N+:12]([O-:14])=[O:13])=[CH:6][C:3]=1[CH:4]=[O:5].[BH4-].[Na+]. The product is [Cl:1][C:2]1[CH:9]=[C:8]([O:10][CH3:11])[C:7]([N+:12]([O-:14])=[O:13])=[CH:6][C:3]=1[CH2:4][OH:5]. The catalyst is CO. The yield is 0.784. (4) The reactants are Cl[C:2]1[NH:3][C:4](=[O:12])[C:5]2[S:10][C:9]([CH3:11])=[CH:8][C:6]=2[N:7]=1.[CH:13]1[C:18]2[CH2:19][NH:20][CH2:21][CH2:22][S:23](=[O:24])[C:17]=2[CH:16]=[CH:15][CH:14]=1.C(N(CC)CC)C. The catalyst is C1(C)C=CC=CC=1. The product is [O:24]=[S:23]1[C:17]2[CH:16]=[CH:15][CH:14]=[CH:13][C:18]=2[CH2:19][N:20]([C:2]2[NH:3][C:4](=[O:12])[C:5]3[S:10][C:9]([CH3:11])=[CH:8][C:6]=3[N:7]=2)[CH2:21][CH2:22]1. The yield is 0.811. (5) The reactants are C(Cl)(=O)OC(C)C.[O:8]1[CH:12]=[CH:11][CH:10]=[C:9]1[C:13]([NH:15][C:16]1([C:22]([NH:24][C@H:25]([C:29](O)=[O:30])[CH:26]([CH3:28])[CH3:27])=[O:23])[CH2:21][CH2:20][CH2:19][CH2:18][CH2:17]1)=[O:14].C(N(CC)CC)C.[BH4-].[Na+]. The catalyst is O1CCCC1.O.C(OCC)(=O)C. The product is [O:8]1[CH:12]=[CH:11][CH:10]=[C:9]1[C:13]([NH:15][C:16]1([C:22]([NH:24][C@H:25]([CH2:29][OH:30])[CH:26]([CH3:28])[CH3:27])=[O:23])[CH2:21][CH2:20][CH2:19][CH2:18][CH2:17]1)=[O:14]. The yield is 0.160.